From a dataset of Reaction yield outcomes from USPTO patents with 853,638 reactions. Predict the reaction yield, written as a fraction of the theoretical maximum amount of product (1.0 means a 100% yield; for example, 0.34 means a 34% yield). The reactants are [Br:1][C:2]1[CH:7]=[CH:6][C:5]([OH:8])=[C:4]([CH2:9][CH3:10])[CH:3]=1.Br[C:12]1[S:13][CH:14]=[CH:15][N:16]=1.C([O-])([O-])=O.[K+].[K+]. The catalyst is CN(C=O)C. The product is [Br:1][C:2]1[CH:7]=[CH:6][C:5]([O:8][C:12]2[S:13][CH:14]=[CH:15][N:16]=2)=[C:4]([CH2:9][CH3:10])[CH:3]=1. The yield is 0.920.